This data is from Peptide-MHC class I binding affinity with 185,985 pairs from IEDB/IMGT. The task is: Regression. Given a peptide amino acid sequence and an MHC pseudo amino acid sequence, predict their binding affinity value. This is MHC class I binding data. The peptide sequence is RSLFNTVAVLY. The MHC is HLA-A02:03 with pseudo-sequence HLA-A02:03. The binding affinity (normalized) is 0.402.